Dataset: Catalyst prediction with 721,799 reactions and 888 catalyst types from USPTO. Task: Predict which catalyst facilitates the given reaction. Reactant: [CH2:1]([O:3][C:4](=[O:35])[CH2:5][C:6]1[CH:11]=[CH:10][CH:9]=[C:8]([O:12][C:13]2[CH:18]=[CH:17][C:16]([NH2:19])=[CH:15][C:14]=2[CH2:20][N:21]([C:31]([O:33][CH3:34])=[O:32])[C@@H:22]([CH3:30])[CH2:23][C:24]2[CH:29]=[CH:28][CH:27]=[CH:26][CH:25]=2)[CH:7]=1)[CH3:2].[CH3:36][S:37](Cl)(=[O:39])=[O:38].C(N(CC)CC)C.O. Product: [CH2:1]([O:3][C:4](=[O:35])[CH2:5][C:6]1[CH:11]=[CH:10][CH:9]=[C:8]([O:12][C:13]2[CH:18]=[CH:17][C:16]([NH:19][S:37]([CH3:36])(=[O:39])=[O:38])=[CH:15][C:14]=2[CH2:20][N:21]([C:31]([O:33][CH3:34])=[O:32])[C@@H:22]([CH3:30])[CH2:23][C:24]2[CH:25]=[CH:26][CH:27]=[CH:28][CH:29]=2)[CH:7]=1)[CH3:2]. The catalyst class is: 2.